From a dataset of Full USPTO retrosynthesis dataset with 1.9M reactions from patents (1976-2016). Predict the reactants needed to synthesize the given product. The reactants are: [Cl:1][C:2]1[CH:7]=[CH:6][CH:5]=[CH:4][C:3]=1[C:8]1[O:9][C:10]2[C:15]([C:16](=[O:18])[CH:17]=1)=[C:14]([O:19]C)[CH:13]=[C:12]([O:21]C)[C:11]=2[C@@H:23]1[CH2:27][CH2:26][N:25]([CH3:28])[C@H:24]1[CH2:29][OH:30].Cl. Given the product [ClH:1].[Cl:1][C:2]1[CH:7]=[CH:6][CH:5]=[CH:4][C:3]=1[C:8]1[O:9][C:10]2[C:15]([C:16](=[O:18])[CH:17]=1)=[C:14]([OH:19])[CH:13]=[C:12]([OH:21])[C:11]=2[C@@H:23]1[CH2:27][CH2:26][N:25]([CH3:28])[C@H:24]1[CH2:29][OH:30], predict the reactants needed to synthesize it.